Dataset: Catalyst prediction with 721,799 reactions and 888 catalyst types from USPTO. Task: Predict which catalyst facilitates the given reaction. (1) Reactant: [CH2:1]([O:3][C:4]1[CH:34]=[C:33]([F:35])[C:7]([CH2:8][N:9]2[C:17]3[C:12](=[CH:13][CH:14]=[CH:15][CH:16]=3)[C:11]([C:18]3[N:23]=[C:22]([NH:24][C:25]4[CH:30]=[CH:29][N:28]=[CH:27][CH:26]=4)[C:21]([O:31][CH3:32])=[CH:20][N:19]=3)=[N:10]2)=[C:6]([F:36])[CH:5]=1)[CH3:2].[ClH:37]. Product: [ClH:37].[CH2:1]([O:3][C:4]1[CH:5]=[C:6]([F:36])[C:7]([CH2:8][N:9]2[C:17]3[C:12](=[CH:13][CH:14]=[CH:15][CH:16]=3)[C:11]([C:18]3[N:23]=[C:22]([NH:24][C:25]4[CH:30]=[CH:29][N:28]=[CH:27][CH:26]=4)[C:21]([O:31][CH3:32])=[CH:20][N:19]=3)=[N:10]2)=[C:33]([F:35])[CH:34]=1)[CH3:2]. The catalyst class is: 98. (2) Product: [C:20]([O:19][C:17]([NH:16][C:13]1[CH:12]=[CH:11][C:10]([C:8]2[N:9]=[C:5]([C:3]([OH:4])=[O:2])[N:6]([CH3:24])[CH:7]=2)=[CH:15][CH:14]=1)=[O:18])([CH3:23])([CH3:21])[CH3:22]. Reactant: C[O:2][C:3]([C:5]1[N:6]([CH3:24])[CH:7]=[C:8]([C:10]2[CH:15]=[CH:14][C:13]([NH:16][C:17]([O:19][C:20]([CH3:23])([CH3:22])[CH3:21])=[O:18])=[CH:12][CH:11]=2)[N:9]=1)=[O:4].[OH-].[K+]. The catalyst class is: 5. (3) Reactant: [C:1]([O:5][C:6](=[O:20])[NH:7][C:8]1[CH:13]=[CH:12][C:11]([CH2:14][CH2:15][CH3:16])=[C:10]([N+:17]([O-:19])=[O:18])[CH:9]=1)([CH3:4])([CH3:3])[CH3:2].[CH3:21]I. Product: [C:1]([O:5][C:6](=[O:20])[N:7]([CH3:21])[C:8]1[CH:13]=[CH:12][C:11]([CH2:14][CH2:15][CH3:16])=[C:10]([N+:17]([O-:19])=[O:18])[CH:9]=1)([CH3:2])([CH3:3])[CH3:4]. The catalyst class is: 3. (4) Reactant: [F:1][C:2]([F:24])([F:23])[C:3]1[CH:8]=[CH:7][CH:6]=[CH:5][C:4]=1/[CH:9]=[N:10]/[C@H:11]1[CH2:15][CH2:14][N:13]([C:16]([O:18][C:19]([CH3:22])([CH3:21])[CH3:20])=[O:17])[CH2:12]1. Product: [F:23][C:2]([F:1])([F:24])[C:3]1[CH:8]=[CH:7][CH:6]=[CH:5][C:4]=1[CH2:9][NH:10][C@H:11]1[CH2:15][CH2:14][N:13]([C:16]([O:18][C:19]([CH3:20])([CH3:22])[CH3:21])=[O:17])[CH2:12]1. The catalyst class is: 63. (5) Product: [CH3:26][O:25][C:20]1[CH:19]=[C:18]2[C:23](=[CH:22][CH:21]=1)[CH:24]=[C:15]([CH:14]([CH3:13])[C:27]([O:29][CH2:8][CH2:7][N:6]1[CH:3]=[CH:2][N:4]=[C:5]1[C:15]1[CH:16]=[CH:17][CH:18]=[CH:23][CH:24]=1)=[O:28])[CH:16]=[CH:17]2. Reactant: Cl.[CH2:2]([N:4]=[C:5]=[N:6][CH2:7][CH2:8]CN(C)C)[CH3:3].[CH3:13][C@H:14]([C:27]([OH:29])=[O:28])[C:15]1[CH:16]=[CH:17][C:18]2[CH:19]=[C:20]([O:25][CH3:26])[CH:21]=[CH:22][C:23]=2[CH:24]=1. The catalyst class is: 367.